Task: Predict the reactants needed to synthesize the given product.. Dataset: Full USPTO retrosynthesis dataset with 1.9M reactions from patents (1976-2016) (1) Given the product [CH3:19][O:18][C:15]1[CH:16]=[CH:17][C:12]([C:10]2[N:4]=[C:3]([C:2]([F:7])([F:6])[F:1])[S:5][CH:9]=2)=[CH:13][CH:14]=1, predict the reactants needed to synthesize it. The reactants are: [F:1][C:2]([F:7])([F:6])[C:3](=[S:5])[NH2:4].Br[CH2:9][C:10]([C:12]1[CH:17]=[CH:16][C:15]([O:18][CH3:19])=[CH:14][CH:13]=1)=O. (2) Given the product [C:1]([N:3]=[C:4]([N:41]1[CH2:40][CH2:39][NH:38][CH:37]([C:31]2[CH:36]=[CH:35][CH:34]=[CH:33][CH:32]=2)[CH2:42]1)[NH:12][C:13]1[CH:30]=[CH:29][CH:28]=[CH:27][C:14]=1[CH2:15][NH:16][C:17](=[O:26])[O:18][CH2:19][C:20]1[CH:21]=[CH:22][CH:23]=[CH:24][CH:25]=1)#[N:2], predict the reactants needed to synthesize it. The reactants are: [C:1]([N:3]=[C:4]([NH:12][C:13]1[CH:30]=[CH:29][CH:28]=[CH:27][C:14]=1[CH2:15][NH:16][C:17](=[O:26])[O:18][CH2:19][C:20]1[CH:25]=[CH:24][CH:23]=[CH:22][CH:21]=1)OC1C=CC=CC=1)#[N:2].[C:31]1([CH:37]2[CH2:42][NH:41][CH2:40][CH2:39][NH:38]2)[CH:36]=[CH:35][CH:34]=[CH:33][CH:32]=1. (3) Given the product [CH:22]1([NH:28][C:2]2[CH:7]=[C:6]([C:8]([F:11])([F:10])[F:9])[CH:5]=[C:4]([C:12]3[CH:17]=[CH:16][C:15]([S:18]([CH3:21])(=[O:20])=[O:19])=[CH:14][CH:13]=3)[N:3]=2)[CH2:27][CH2:26][CH2:25][CH2:24][CH2:23]1, predict the reactants needed to synthesize it. The reactants are: Cl[C:2]1[CH:7]=[C:6]([C:8]([F:11])([F:10])[F:9])[CH:5]=[C:4]([C:12]2[CH:17]=[CH:16][C:15]([S:18]([CH3:21])(=[O:20])=[O:19])=[CH:14][CH:13]=2)[N:3]=1.[CH:22]1([NH2:28])[CH2:27][CH2:26][CH2:25][CH2:24][CH2:23]1.Cl. (4) The reactants are: FC(F)(F)C(O)=O.FC(F)(F)C(O)=O.[CH3:15][N:16]1[C:21]2[N:22]=[C:23]([N:27]3[CH2:32][CH2:31][NH:30][CH2:29][CH2:28]3)[NH:24][C:25](=[O:26])[C:20]=2[CH2:19][CH2:18][CH2:17]1.[F:33][C:34]1[C:35]([CH:40]=O)=[N:36][CH:37]=[CH:38][CH:39]=1.C(O[BH-](OC(=O)C)OC(=O)C)(=O)C.[Na+].[OH-].[Na+]. Given the product [F:33][C:34]1[C:35]([CH2:40][N:30]2[CH2:31][CH2:32][N:27]([C:23]3[NH:24][C:25](=[O:26])[C:20]4[CH2:19][CH2:18][CH2:17][N:16]([CH3:15])[C:21]=4[N:22]=3)[CH2:28][CH2:29]2)=[N:36][CH:37]=[CH:38][CH:39]=1, predict the reactants needed to synthesize it. (5) Given the product [Cl:26][C:23]1[CH:24]=[CH:25][C:20]([C:18]2[O:19][C:15]3[CH:14]=[C:13]([N:8]([C:5]4[CH:6]=[CH:7][C:2]([B:43]5[O:47][C:46]([CH3:49])([CH3:48])[C:45]([CH3:51])([CH3:50])[O:44]5)=[C:3]([C:36]#[N:37])[CH:4]=4)[S:9]([CH3:12])(=[O:11])=[O:10])[C:32]([CH:33]4[CH2:34][CH2:35]4)=[CH:31][C:16]=3[C:17]=2[C:27]([NH:29][CH3:30])=[O:28])=[CH:21][CH:22]=1, predict the reactants needed to synthesize it. The reactants are: Br[C:2]1[CH:7]=[CH:6][C:5]([N:8]([C:13]2[C:32]([CH:33]3[CH2:35][CH2:34]3)=[CH:31][C:16]3[C:17]([C:27]([NH:29][CH3:30])=[O:28])=[C:18]([C:20]4[CH:25]=[CH:24][C:23]([Cl:26])=[CH:22][CH:21]=4)[O:19][C:15]=3[CH:14]=2)[S:9]([CH3:12])(=[O:11])=[O:10])=[CH:4][C:3]=1[C:36]#[N:37].C([O-])(=O)C.[K+].[B:43]1([B:43]2[O:47][C:46]([CH3:49])([CH3:48])[C:45]([CH3:51])([CH3:50])[O:44]2)[O:47][C:46]([CH3:49])([CH3:48])[C:45]([CH3:51])([CH3:50])[O:44]1.B(O)O. (6) The reactants are: [CH3:1][C:2]1[CH:7]=[C:6]([N:8]2[CH2:12][CH2:11][C@H:10]([CH2:13][N:14]3[CH2:18][CH2:17][CH2:16][C@@H:15]3[CH3:19])[CH2:9]2)[CH:5]=[CH:4][C:3]=1[NH2:20].[O:21]1[CH:25]=[CH:24][C:23]([C:26](Cl)=[O:27])=[CH:22]1. Given the product [CH3:1][C:2]1[CH:7]=[C:6]([N:8]2[CH2:12][CH2:11][C@H:10]([CH2:13][N:14]3[CH2:18][CH2:17][CH2:16][C@@H:15]3[CH3:19])[CH2:9]2)[CH:5]=[CH:4][C:3]=1[NH:20][C:26]([C:23]1[CH:24]=[CH:25][O:21][CH:22]=1)=[O:27], predict the reactants needed to synthesize it. (7) Given the product [NH2:14][C:15]1[CH:16]=[C:17]([C:21]([C:23]2[C:27]3[CH:28]=[N:29][CH:30]=[C:31]([F:32])[C:26]=3[N:25]([C:33]([CH3:44])([CH3:43])[CH2:34][O:35][Si:36]([C:39]([CH3:42])([CH3:41])[CH3:40])([CH3:37])[CH3:38])[CH:24]=2)=[O:22])[CH:18]=[N:19][CH:20]=1, predict the reactants needed to synthesize it. The reactants are: C(=[N:14][C:15]1[CH:16]=[C:17]([C:21]([C:23]2[C:27]3[CH:28]=[N:29][CH:30]=[C:31]([F:32])[C:26]=3[N:25]([C:33]([CH3:44])([CH3:43])[CH2:34][O:35][Si:36]([C:39]([CH3:42])([CH3:41])[CH3:40])([CH3:38])[CH3:37])[CH:24]=2)=[O:22])[CH:18]=[N:19][CH:20]=1)(C1C=CC=CC=1)C1C=CC=CC=1. (8) The reactants are: [CH2:1]([O:8][N:9]1[C:15](=[O:16])[N:14]2[CH2:17][C@H:10]1[CH2:11][CH2:12][C@H:13]2[C:18]([O:20]N1C(=O)[C@H]2[C@H]([C@@H]3C[C@H]2C=C3)C1=O)=O)[C:2]1[CH:7]=[CH:6][CH:5]=[CH:4][CH:3]=1.[NH2:33][O:34][CH2:35][CH2:36][CH2:37][NH:38][C:39](=[O:45])[O:40][C:41]([CH3:44])([CH3:43])[CH3:42]. Given the product [CH2:1]([O:8][N:9]1[C:15](=[O:16])[N:14]2[CH2:17][C@H:10]1[CH2:11][CH2:12][C@H:13]2[C:18]([NH:33][O:34][CH2:35][CH2:36][CH2:37][NH:38][C:39](=[O:45])[O:40][C:41]([CH3:43])([CH3:42])[CH3:44])=[O:20])[C:2]1[CH:3]=[CH:4][CH:5]=[CH:6][CH:7]=1, predict the reactants needed to synthesize it. (9) Given the product [F:51][C:52]1[CH:57]=[CH:56][CH:55]=[CH:54][C:53]=1[C:26]1[CH:27]=[N:28][C:29]([N:32]2[C:40]3[C:35](=[CH:36][CH:37]=[C:38]([C:41]([N:43]4[CH2:48][CH2:47][O:46][CH2:45][CH2:44]4)=[O:42])[CH:39]=3)[C:34]([S:49][CH3:50])=[CH:33]2)=[N:30][CH:31]=1, predict the reactants needed to synthesize it. The reactants are: C(=O)([O-])[O-].[K+].[K+].F[B-](F)(F)F.C([PH+](C(C)(C)C)C(C)(C)C)(C)(C)C.Br[C:26]1[CH:27]=[N:28][C:29]([N:32]2[C:40]3[C:35](=[CH:36][CH:37]=[C:38]([C:41]([N:43]4[CH2:48][CH2:47][O:46][CH2:45][CH2:44]4)=[O:42])[CH:39]=3)[C:34]([S:49][CH3:50])=[CH:33]2)=[N:30][CH:31]=1.[F:51][C:52]1[CH:57]=[CH:56][CH:55]=[CH:54][C:53]=1B(O)O. (10) Given the product [ClH:1].[Cl:1][C:2]1[C:3]([O:27][CH3:28])=[C:4]([NH:9][S:10]([C:13]2[CH:18]=[CH:17][C:16]([O:19][CH3:20])=[C:15]([N:21]3[CH2:22][CH2:23][NH:24][CH2:25][CH2:26]3)[CH:14]=2)(=[O:12])=[O:11])[CH:5]=[C:6]([Cl:8])[CH:7]=1, predict the reactants needed to synthesize it. The reactants are: [Cl:1][C:2]1[C:3]([O:27][CH3:28])=[C:4]([NH:9][S:10]([C:13]2[CH:18]=[CH:17][C:16]([O:19][CH3:20])=[C:15]([N:21]3[CH2:26][CH2:25][NH:24][CH2:23][CH2:22]3)[CH:14]=2)(=[O:12])=[O:11])[CH:5]=[C:6]([Cl:8])[CH:7]=1.Cl.